Dataset: Forward reaction prediction with 1.9M reactions from USPTO patents (1976-2016). Task: Predict the product of the given reaction. (1) Given the reactants [CH2:1]([O:3][C:4](=[O:20])[CH:5](OC(=O)C)[C:6]1[CH:15]=[CH:14][CH:13]=[C:12]2[C:7]=1[CH:8]=[CH:9][N:10]=[CH:11]2)[CH3:2], predict the reaction product. The product is: [CH:11]1[C:12]2[C:7](=[C:6]([CH2:5][C:4]([O:3][CH2:1][CH3:2])=[O:20])[CH:15]=[CH:14][CH:13]=2)[CH:8]=[CH:9][N:10]=1. (2) Given the reactants [F:1][C:2]1[CH:7]=[C:6](I)[CH:5]=[CH:4][C:3]=1[N:9]1[CH:14]=[C:13]([O:15][CH3:16])[C:12](=[O:17])[C:11]([C:18]2[N:22]([C:23]3[CH:28]=[CH:27][CH:26]=[CH:25][CH:24]=3)[N:21]=[CH:20][CH:19]=2)=[N:10]1.[C:29]([N:33]1[CH2:37][CH2:36][NH:35][C:34]1=[O:38])([CH3:32])([CH3:31])[CH3:30].N[C@@H]1CCCC[C@H]1N.[O-]P([O-])([O-])=O.[K+].[K+].[K+], predict the reaction product. The product is: [C:29]([N:33]1[CH2:37][CH2:36][N:35]([C:6]2[CH:5]=[CH:4][C:3]([N:9]3[CH:14]=[C:13]([O:15][CH3:16])[C:12](=[O:17])[C:11]([C:18]4[N:22]([C:23]5[CH:28]=[CH:27][CH:26]=[CH:25][CH:24]=5)[N:21]=[CH:20][CH:19]=4)=[N:10]3)=[C:2]([F:1])[CH:7]=2)[C:34]1=[O:38])([CH3:32])([CH3:31])[CH3:30]. (3) Given the reactants [C:1]([C:5]1[CH:6]=[C:7]([C:15]2[CH:20]=[CH:19][C:18](/[C:21](/[CH3:41])=[CH:22]/[CH2:23][O:24][C:25]3[CH:30]=[CH:29][C:28]([CH2:31][C@H:32]([O:38][CH2:39][CH3:40])[C:33]([O:35]CC)=[O:34])=[CH:27][CH:26]=3)=[CH:17][CH:16]=2)[CH:8]=[C:9]([C:11]([CH3:14])([CH3:13])[CH3:12])[CH:10]=1)([CH3:4])([CH3:3])[CH3:2].[OH-].[Na+], predict the reaction product. The product is: [C:1]([C:5]1[CH:6]=[C:7]([C:15]2[CH:20]=[CH:19][C:18](/[C:21](/[CH3:41])=[CH:22]/[CH2:23][O:24][C:25]3[CH:26]=[CH:27][C:28]([CH2:31][C@H:32]([O:38][CH2:39][CH3:40])[C:33]([OH:35])=[O:34])=[CH:29][CH:30]=3)=[CH:17][CH:16]=2)[CH:8]=[C:9]([C:11]([CH3:13])([CH3:14])[CH3:12])[CH:10]=1)([CH3:2])([CH3:3])[CH3:4]. (4) Given the reactants CS(O[CH2:6][CH2:7][CH2:8][O:9][C:10]1[CH:15]=[C:14]([F:16])[C:13]([CH2:17][S:18][C:19]2[N:20]([C:36]3[CH:41]=[CH:40][C:39]([F:42])=[CH:38][CH:37]=3)[C:21]([C:24]([C:27]3[CH:32]=[CH:31][C:30]([F:33])=[C:29]([O:34][CH3:35])[CH:28]=3)([CH3:26])[CH3:25])=[CH:22][N:23]=2)=[C:12]([Cl:43])[CH:11]=1)(=O)=O.[N-:44]=[N+:45]=[N-:46].[Na+], predict the reaction product. The product is: [N:44]([CH2:6][CH2:7][CH2:8][O:9][C:10]1[CH:15]=[C:14]([F:16])[C:13]([CH2:17][S:18][C:19]2[N:20]([C:36]3[CH:37]=[CH:38][C:39]([F:42])=[CH:40][CH:41]=3)[C:21]([C:24]([C:27]3[CH:32]=[CH:31][C:30]([F:33])=[C:29]([O:34][CH3:35])[CH:28]=3)([CH3:26])[CH3:25])=[CH:22][N:23]=2)=[C:12]([Cl:43])[CH:11]=1)=[N+:45]=[N-:46]. (5) Given the reactants C[O:2][C:3](=[O:37])[C:4]1[CH:9]=[C:8]([C:10]([F:13])([F:12])[F:11])[CH:7]=[C:6]([N:14]2[C:18]([CH3:19])=[CH:17][CH:16]=[C:15]2[C:20]2[CH:25]=[C:24]([Cl:26])[CH:23]=[CH:22][C:21]=2[O:27][CH2:28][C:29]2[CH:34]=[CH:33][C:32]([Br:35])=[CH:31][C:30]=2[F:36])[CH:5]=1, predict the reaction product. The product is: [Cl:26][C:24]1[CH:23]=[CH:22][C:21]([O:27][CH2:28][C:29]2[CH:34]=[CH:33][C:32]([Br:35])=[CH:31][C:30]=2[F:36])=[C:20]([C:15]2[N:14]([C:6]3[CH:5]=[C:4]([CH:9]=[C:8]([C:10]([F:13])([F:11])[F:12])[CH:7]=3)[C:3]([OH:37])=[O:2])[C:18]([CH3:19])=[CH:17][CH:16]=2)[CH:25]=1.